Dataset: Full USPTO retrosynthesis dataset with 1.9M reactions from patents (1976-2016). Task: Predict the reactants needed to synthesize the given product. (1) The reactants are: [C:1]([O:5][C:6](=[O:34])[NH:7][CH2:8][CH2:9][CH2:10][NH:11][CH:12]([C:16]1[N:17]([CH2:27][C:28]2[CH:33]=[CH:32][CH:31]=[CH:30][CH:29]=2)[C:18](=[O:26])[C:19]2[C:24]([CH3:25])=[N:23][S:22][C:20]=2[N:21]=1)[CH:13]([CH3:15])[CH3:14])([CH3:4])([CH3:3])[CH3:2].[C:35]1([CH3:44])[CH:40]=[CH:39][C:38]([C:41](Cl)=[O:42])=[CH:37][CH:36]=1. Given the product [C:1]([O:5][C:6](=[O:34])[NH:7][CH2:8][CH2:9][CH2:10][N:11]([CH:12]([C:16]1[N:17]([CH2:27][C:28]2[CH:29]=[CH:30][CH:31]=[CH:32][CH:33]=2)[C:18](=[O:26])[C:19]2[C:24]([CH3:25])=[N:23][S:22][C:20]=2[N:21]=1)[CH:13]([CH3:15])[CH3:14])[C:41](=[O:42])[C:38]1[CH:39]=[CH:40][C:35]([CH3:44])=[CH:36][CH:37]=1)([CH3:3])([CH3:4])[CH3:2], predict the reactants needed to synthesize it. (2) Given the product [O:1]=[C:2]1[C:10]2[C:5](=[CH:6][C:7]([N:11]([CH2:16][C:17]3[S:18][CH:19]=[CH:20][CH:21]=3)[S:12]([CH3:15])(=[O:14])=[O:13])=[CH:8][CH:9]=2)[C:4](=[O:22])[N:3]1[CH2:23][C:24]([OH:26])=[O:25], predict the reactants needed to synthesize it. The reactants are: [O:1]=[C:2]1[C:10]2[C:5](=[CH:6][C:7]([N:11]([CH2:16][C:17]3[S:18][CH:19]=[CH:20][CH:21]=3)[S:12]([CH3:15])(=[O:14])=[O:13])=[CH:8][CH:9]=2)[C:4](=[O:22])[N:3]1[CH2:23][C:24]([O:26]C(C)(C)C)=[O:25].Cl.